This data is from Full USPTO retrosynthesis dataset with 1.9M reactions from patents (1976-2016). The task is: Predict the reactants needed to synthesize the given product. (1) Given the product [CH3:31][C:28]([O:27][C:26]([N:25]1[CH2:33][CH2:34][C:5]2([C:6](=[O:11])[NH:7][C:8]3[CH:9]=[CH:10][C:2]([F:1])=[CH:3][C:4]2=3)[CH2:23][CH2:24]1)=[O:32])([CH3:29])[CH3:30], predict the reactants needed to synthesize it. The reactants are: [F:1][C:2]1[CH:3]=[C:4]2[C:8](=[CH:9][CH:10]=1)[NH:7][C:6](=[O:11])[CH2:5]2.C[Si]([N-][Si](C)(C)C)(C)C.[Na+].Cl[CH2:23][CH2:24][N:25]([CH2:33][CH2:34]Cl)[C:26](=[O:32])[O:27][C:28]([CH3:31])([CH3:30])[CH3:29]. (2) Given the product [N+:20]([C:15]1[CH:16]=[CH:17][CH:18]=[CH:19][C:14]=1[C:6]1[C:5]([C:3]([OH:2])=[O:4])=[CH:10][C:9]([C:11]2[S:13][CH:25]=[C:26]([C:28]3[CH:33]=[CH:32][CH:31]=[CH:30][N:29]=3)[N:12]=2)=[CH:8][CH:7]=1)([O-:22])=[O:21], predict the reactants needed to synthesize it. The reactants are: C[O:2][C:3]([C:5]1[C:6]([C:14]2[CH:19]=[CH:18][CH:17]=[CH:16][C:15]=2[N+:20]([O-:22])=[O:21])=[CH:7][CH:8]=[C:9]([C:11](=[S:13])[NH2:12])[CH:10]=1)=[O:4].Br.Br[CH2:25][C:26]([C:28]1[CH:33]=[CH:32][CH:31]=[CH:30][N:29]=1)=O.